Dataset: Catalyst prediction with 721,799 reactions and 888 catalyst types from USPTO. Task: Predict which catalyst facilitates the given reaction. (1) Reactant: [C:1]([O:5][C:6]([N:8]1[CH2:14][CH2:13][CH2:12][C@H:9]1[CH:10]=O)=[O:7])([CH3:4])([CH3:3])[CH3:2].[F:15][C:16]([F:26])([F:25])[O:17][C:18]1[CH:19]=[C:20]([NH2:24])[CH:21]=[CH:22][CH:23]=1.C(O[BH-](OC(=O)C)OC(=O)C)(=O)C.[Na+]. Product: [C:1]([O:5][C:6]([N:8]1[CH2:14][CH2:13][CH2:12][C@H:9]1[CH2:10][NH:24][C:20]1[CH:21]=[CH:22][CH:23]=[C:18]([O:17][C:16]([F:15])([F:25])[F:26])[CH:19]=1)=[O:7])([CH3:4])([CH3:3])[CH3:2]. The catalyst class is: 26. (2) Reactant: [F:1][C:2]1[CH:7]=[CH:6][C:5]([C:8]2[C:12]3[C:13](=[O:17])[NH:14][CH2:15][CH2:16][C:11]=3[NH:10][C:9]=2[CH:18]=O)=[CH:4][CH:3]=1.[F:20][C:21]1[CH:22]=[C:23]2[C:27](=[CH:28][CH:29]=1)[NH:26][C:25](=[O:30])[CH2:24]2.N1CCCCC1.CN(C)C=O. Product: [F:20][C:21]1[CH:22]=[C:23]2[C:27](=[CH:28][CH:29]=1)[NH:26][C:25](=[O:30])[C:24]2=[CH:18][C:9]1[NH:10][C:11]2[CH2:16][CH2:15][NH:14][C:13](=[O:17])[C:12]=2[C:8]=1[C:5]1[CH:4]=[CH:3][C:2]([F:1])=[CH:7][CH:6]=1. The catalyst class is: 8. (3) Reactant: [NH2:1][C:2]1[CH:6]=[C:5]([CH:7]2[CH2:9][CH2:8]2)[NH:4][N:3]=1.[CH3:10][O:11][C:12](=[O:16])[C:13]([CH3:15])=O.[OH:17][C:18]1[CH:25]=[CH:24][C:21]([CH:22]=O)=[CH:20][CH:19]=1. Product: [CH3:10][O:11][C:12]([C:13]1[C:6]2[C:5]([CH:7]3[CH2:9][CH2:8]3)=[N:4][NH:3][C:2]=2[N:1]=[C:22]([C:21]2[CH:24]=[CH:25][C:18]([OH:17])=[CH:19][CH:20]=2)[CH:15]=1)=[O:16]. The catalyst class is: 404. (4) Reactant: [Si]([O:8][CH2:9][C:10]1[CH:16]=[CH:15][C:13]([NH2:14])=[CH:12][CH:11]=1)(C(C)(C)C)(C)C.C(N(CC)CC)C.[Cl:24][C:25]1[CH:26]=[C:27]([N:32]2[C:36]([C:37]([Cl:40])([Cl:39])[Cl:38])=[N:35][C:34]([C:41](Cl)=[O:42])=[N:33]2)[CH:28]=[CH:29][C:30]=1[Cl:31].CCCC[N+](CCCC)(CCCC)CCCC.[F-]. Product: [Cl:24][C:25]1[CH:26]=[C:27]([N:32]2[C:36]([C:37]([Cl:40])([Cl:38])[Cl:39])=[N:35][C:34]([C:41]([NH:14][C:13]3[CH:12]=[CH:11][C:10]([CH2:9][OH:8])=[CH:16][CH:15]=3)=[O:42])=[N:33]2)[CH:28]=[CH:29][C:30]=1[Cl:31]. The catalyst class is: 1.